This data is from CYP2C19 inhibition data for predicting drug metabolism from PubChem BioAssay. The task is: Regression/Classification. Given a drug SMILES string, predict its absorption, distribution, metabolism, or excretion properties. Task type varies by dataset: regression for continuous measurements (e.g., permeability, clearance, half-life) or binary classification for categorical outcomes (e.g., BBB penetration, CYP inhibition). Dataset: cyp2c19_veith. (1) The compound is CCn1c(-c2ccc(N(C)C)cc2)nc2ccccc21. The result is 1 (inhibitor). (2) The drug is O=C(Oc1ccccc1)N1CCC2(CCCN(Cc3nccs3)C2)CC1. The result is 0 (non-inhibitor). (3) The compound is N[C@H](C(=O)O)[C@@H]1[C@@H](C(=O)O)C1(F)F. The result is 0 (non-inhibitor). (4) The drug is COC(=O)[C@@H](N)CCCN=C(N)N[N+](=O)[O-]. The result is 0 (non-inhibitor). (5) The molecule is COc1ccc(N2CCN(C(=S)Nc3cccc(C)c3)CC2)cc1. The result is 0 (non-inhibitor). (6) The drug is CO/N=C/c1ccc(N2CCN(C(=O)c3ccc(Cl)cc3Cl)CC2)c([N+](=O)[O-])c1. The result is 1 (inhibitor). (7) The molecule is Cc1cccc(C)c1NC(=O)C(=O)NCc1ccccn1. The result is 0 (non-inhibitor).